Dataset: Reaction yield outcomes from USPTO patents with 853,638 reactions. Task: Predict the reaction yield, written as a fraction of the theoretical maximum amount of product (1.0 means a 100% yield; for example, 0.34 means a 34% yield). (1) The reactants are Cl[C:2]1[N:7]=[C:6]([NH:8][C:9]2[N:14]=[CH:13][C:12]3[N:15]=[C:16]([CH3:21])[N:17]([CH:18]([CH3:20])[CH3:19])[C:11]=3[CH:10]=2)[CH:5]=[CH:4][N:3]=1.[NH:22]1[CH2:26][C:25](=[O:27])[NH:24][CH2:23]1.O[C@H]1CN[C@H](C(O)=O)C1.P([O-])([O-])([O-])=O.[K+].[K+].[K+]. The catalyst is CS(C)=O.CO.[Cu]I. The product is [CH:18]([N:17]1[C:11]2[CH:10]=[C:9]([NH:8][C:6]3[CH:5]=[CH:4][N:3]=[C:2]([N:22]4[CH2:26][C:25](=[O:27])[NH:24][CH2:23]4)[N:7]=3)[N:14]=[CH:13][C:12]=2[N:15]=[C:16]1[CH3:21])([CH3:20])[CH3:19]. The yield is 0.560. (2) The reactants are [Cl:1][C:2]1[CH:23]=[CH:22][C:5]([C:6]([NH:8][NH:9][C:10](=O)[C@@H:11]([NH:13][C:14](=[O:20])[O:15][C:16]([CH3:19])([CH3:18])[CH3:17])[CH3:12])=O)=[CH:4][CH:3]=1.COC1C=CC(P2(=S)SP(=S)(C3C=CC(OC)=CC=3)[S:33]2)=CC=1. The catalyst is C1COCC1. The product is [Cl:1][C:2]1[CH:23]=[CH:22][C:5]([C:6]2[S:33][C:10]([C@@H:11]([NH:13][C:14](=[O:20])[O:15][C:16]([CH3:19])([CH3:18])[CH3:17])[CH3:12])=[N:9][N:8]=2)=[CH:4][CH:3]=1. The yield is 0.600. (3) The reactants are [CH3:1][N:2]([CH3:32])[C:3]([C:5]1[N:26]([CH:27]2[CH2:31][CH2:30][CH2:29][CH2:28]2)[C:8]2[N:9]=[C:10]([NH:13][C:14]3[CH:19]=[CH:18][C:17]([N:20]4[CH2:25][CH2:24][NH:23][CH2:22][CH2:21]4)=[CH:16][N:15]=3)[N:11]=[CH:12][C:7]=2[CH:6]=1)=[O:4].[CH3:33][C@@H:34]1[CH2:36][O:35]1. The catalyst is C(O)C. The product is [CH3:1][N:2]([CH3:32])[C:3]([C:5]1[N:26]([CH:27]2[CH2:31][CH2:30][CH2:29][CH2:28]2)[C:8]2[N:9]=[C:10]([NH:13][C:14]3[CH:19]=[CH:18][C:17]([N:20]4[CH2:21][CH2:22][N:23]([CH2:33][C@H:34]([OH:35])[CH3:36])[CH2:24][CH2:25]4)=[CH:16][N:15]=3)[N:11]=[CH:12][C:7]=2[CH:6]=1)=[O:4]. The yield is 0.160. (4) The product is [ClH:24].[ClH:24].[CH3:1][O:2][CH2:3][CH2:4][N:5]1[CH2:9][C@@H:8]([C:10]2[CH:15]=[CH:14][CH:13]=[CH:12][CH:11]=2)[C@H:7]([NH2:16])[CH2:6]1. The catalyst is CCOC(C)=O.CO. The yield is 1.00. The reactants are [CH3:1][O:2][CH2:3][CH2:4][N:5]1[CH2:9][C@@H:8]([C:10]2[CH:15]=[CH:14][CH:13]=[CH:12][CH:11]=2)[C@H:7]([NH:16]C(=O)OC(C)(C)C)[CH2:6]1.[ClH:24].O1CCOCC1. (5) The reactants are [C:1]([O:5][C:6]([N:8]([CH2:20][C:21]1[CH:26]=[CH:25][C:24]([N+:27]([O-])=O)=[CH:23][CH:22]=1)[CH2:9][O:10][C:11]1[CH:16]=[CH:15][C:14]([N+:17]([O-])=O)=[CH:13][CH:12]=1)=[O:7])([CH3:4])([CH3:3])[CH3:2].[H][H]. The catalyst is C(OCC)(=O)C.[Pt].[C]. The product is [C:1]([O:5][C:6]([N:8]([CH2:20][C:21]1[CH:26]=[CH:25][C:24]([NH2:27])=[CH:23][CH:22]=1)[CH2:9][O:10][C:11]1[CH:16]=[CH:15][C:14]([NH2:17])=[CH:13][CH:12]=1)=[O:7])([CH3:4])([CH3:2])[CH3:3]. The yield is 0.900. (6) The reactants are [O:1]=[S:2]1(=[O:40])[CH2:6][CH2:5][CH:4]=[C:3]1[C:7]1[CH:39]=[CH:38][C:10]2[NH:11][C:12]([C:17]3[C:18](=[O:37])[N:19]([CH2:29][C:30]4[CH:35]=[CH:34][C:33]([F:36])=[CH:32][CH:31]=4)[C@@H:20]4[C@H:25]([C:26]=3[OH:27])[C@@H:24]3[CH2:28][C@H:21]4[CH2:22][CH2:23]3)=[N:13][S:14](=[O:16])(=[O:15])[C:9]=2[CH:8]=1. The catalyst is CO.[Pd]. The product is [O:40]=[S:2]1(=[O:1])[CH2:6][CH2:5][CH2:4][CH:3]1[C:7]1[CH:39]=[CH:38][C:10]2[NH:11][C:12]([C:17]3[C:18](=[O:37])[N:19]([CH2:29][C:30]4[CH:31]=[CH:32][C:33]([F:36])=[CH:34][CH:35]=4)[C@@H:20]4[C@H:25]([C:26]=3[OH:27])[C@@H:24]3[CH2:28][C@H:21]4[CH2:22][CH2:23]3)=[N:13][S:14](=[O:15])(=[O:16])[C:9]=2[CH:8]=1. The yield is 0.860. (7) The reactants are [N:1]12[CH2:8][CH2:7][C:4]([C:9]([C:17]3[CH:22]=[CH:21][CH:20]=[CH:19][CH:18]=3)([C:11]3[CH:16]=[CH:15][CH:14]=[CH:13][CH:12]=3)[OH:10])([CH2:5][CH2:6]1)[CH2:3][CH2:2]2.[Br:23][CH2:24][CH2:25][CH2:26][C:27]1[CH:32]=[CH:31][CH:30]=[CH:29][CH:28]=1. The catalyst is CC#N. The product is [Br-:23].[OH:10][C:9]([C:17]1[CH:22]=[CH:21][CH:20]=[CH:19][CH:18]=1)([C:11]1[CH:12]=[CH:13][CH:14]=[CH:15][CH:16]=1)[C:4]12[CH2:5][CH2:6][N+:1]([CH2:24][CH2:25][CH2:26][C:27]3[CH:32]=[CH:31][CH:30]=[CH:29][CH:28]=3)([CH2:2][CH2:3]1)[CH2:8][CH2:7]2. The yield is 0.722. (8) The reactants are [CH:1]1[C:6]([CH:7]=O)=[CH:5][C:4]2[O:9][CH2:10][O:11][C:3]=2[CH:2]=1.N[CH:13]1[CH2:18][CH2:17][CH2:16][CH2:15][CH:14]1[NH2:19].[C:20]([BH3-])#[N:21].[Na+]. The catalyst is CO. The product is [CH2:10]1[O:11][C:3]2[CH:2]=[CH:1][C:6]([CH2:7][NH:19][C@@H:14]3[CH2:15][CH2:16][CH2:17][CH2:18][C@H:13]3[NH:21][CH2:20][C:1]3[CH:6]=[CH:5][C:4]4[O:9][CH2:10][O:11][C:3]=4[CH:2]=3)=[CH:5][C:4]=2[O:9]1. The yield is 0.300.